The task is: Predict the product of the given reaction.. This data is from Forward reaction prediction with 1.9M reactions from USPTO patents (1976-2016). (1) Given the reactants [F:1][C:2]1[CH:3]=[CH:4][C:5]([OH:10])=[C:6]([CH:9]=1)[CH:7]=O.[S:11]1[CH2:17][C:15](=[O:16])[NH:14][C:12]1=S.[C:18]([O:22][C:23](=[O:30])[NH:24][CH:25]1[CH2:29][CH2:28][NH:27][CH2:26]1)([CH3:21])([CH3:20])[CH3:19], predict the reaction product. The product is: [F:1][C:2]1[CH:3]=[CH:4][C:5]([OH:10])=[C:6](/[CH:7]=[C:17]2/[C:15](=[O:16])[N:14]=[C:12]([N:27]3[CH2:28][CH2:29][C@H:25]([NH:24][C:23](=[O:30])[O:22][C:18]([CH3:20])([CH3:19])[CH3:21])[CH2:26]3)[S:11]/2)[CH:9]=1. (2) Given the reactants Cl[C:2]1[O:11][C:5]2=[C:6]([NH2:10])[N:7]=[CH:8][CH:9]=[C:4]2[CH:3]=1.[CH:12]1[C:21]2[CH:20]=[CH:19][CH:18]=[C:17](B(O)O)[C:16]=2[CH:15]=[CH:14][N:13]=1.C([O-])([O-])=O.[K+].[K+], predict the reaction product. The product is: [CH:12]1[C:21]2[C:16](=[C:17]([C:2]3[O:11][C:5]4=[C:6]([NH2:10])[N:7]=[CH:8][CH:9]=[C:4]4[CH:3]=3)[CH:18]=[CH:19][CH:20]=2)[CH:15]=[CH:14][N:13]=1. (3) Given the reactants [O:1]=[C:2]1[N:6]([C:7]2[CH:14]=[CH:13][C:10]([C:11]#[N:12])=[C:9]([C:15]([F:18])([F:17])[F:16])[CH:8]=2)[C@@H:5]2[CH2:19][CH2:20][CH2:21][CH2:22][C@H:4]2[NH:3]1.[Cl:23][C:24]1[CH:29]=[CH:28][C:27](I)=[CH:26][CH:25]=1, predict the reaction product. The product is: [Cl:23][C:24]1[CH:29]=[CH:28][C:27]([N:3]2[C@@H:4]3[CH2:22][CH2:21][CH2:20][CH2:19][C@H:5]3[N:6]([C:7]3[CH:14]=[CH:13][C:10]([C:11]#[N:12])=[C:9]([C:15]([F:18])([F:16])[F:17])[CH:8]=3)[C:2]2=[O:1])=[CH:26][CH:25]=1. (4) Given the reactants [Cl:1][C:2]1[CH:3]=[C:4]([CH:19]=[CH:20][C:21]=1[O:22][CH2:23][CH:24]1[CH2:26][CH2:25]1)[C:5]([NH:7][CH:8]1[CH2:17][CH2:16][C:11]2([O:15][CH2:14][CH2:13][O:12]2)[CH2:10][CH:9]1[OH:18])=O.C(N(CC)CC)C.O, predict the reaction product. The product is: [Cl:1][C:2]1[CH:3]=[C:4]([C:5]2[O:18][C:9]3[CH2:10][C:11]4([O:12][CH2:13][CH2:14][O:15]4)[CH2:16][CH2:17][C:8]=3[N:7]=2)[CH:19]=[CH:20][C:21]=1[O:22][CH2:23][CH:24]1[CH2:25][CH2:26]1.